Dataset: Catalyst prediction with 721,799 reactions and 888 catalyst types from USPTO. Task: Predict which catalyst facilitates the given reaction. (1) Reactant: [Br:1][C:2]1[C:7]([O:8][CH3:9])=[CH:6][CH:5]=[C:4]([CH2:10][OH:11])[N:3]=1.N1C=CN=C1.[Si:17](Cl)([C:20]([CH3:23])([CH3:22])[CH3:21])([CH3:19])[CH3:18].[NH4+]. Product: [Br:1][C:2]1[C:7]([O:8][CH3:9])=[CH:6][CH:5]=[C:4]([CH2:10][O:11][Si:17]([C:20]([CH3:23])([CH3:22])[CH3:21])([CH3:19])[CH3:18])[N:3]=1. The catalyst class is: 42. (2) The catalyst class is: 2. Product: [NH2:24][N:1]1[C:10]2[C:5](=[N:6][CH:7]=[CH:8][CH:9]=2)[CH:4]=[CH:3][C:2]1=[NH2+:11].[CH3:19][C:14]1[CH:15]=[C:16]([CH3:18])[CH:17]=[C:12]([CH3:25])[C:13]=1[S:20]([O-:23])(=[O:22])=[O:21]. Reactant: [N:1]1[C:10]2[C:5](=[N:6][CH:7]=[CH:8][CH:9]=2)[CH:4]=[CH:3][C:2]=1[NH2:11].[C:12]1([CH3:25])[CH:17]=[C:16]([CH3:18])[CH:15]=[C:14]([CH3:19])[C:13]=1[S:20]([O:23][NH2:24])(=[O:22])=[O:21].